This data is from Forward reaction prediction with 1.9M reactions from USPTO patents (1976-2016). The task is: Predict the product of the given reaction. (1) Given the reactants [CH2:1]([O:7][C:8]([O:19][CH2:20][CH2:21][CH2:22][CH2:23][CH2:24][CH3:25])([CH3:18])[C:9](OCCCCCC)=[O:10])[CH2:2][CH2:3][CH2:4][CH2:5][CH3:6].[CH3:26][NH:27][CH3:28], predict the reaction product. The product is: [CH2:1]([O:7][C:8]([O:19][CH2:20][CH2:21][CH2:22][CH2:23][CH2:24][CH3:25])([CH3:18])[C:9]([N:27]([CH3:28])[CH3:26])=[O:10])[CH2:2][CH2:3][CH2:4][CH2:5][CH3:6]. (2) Given the reactants [CH3:1][C:2]1[CH:7]=[CH:6][C:5]([C:8]2[CH:13]=[CH:12][C:11]([C:14]([OH:16])=O)=[C:10]([N+:17]([O-:19])=[O:18])[CH:9]=2)=[CH:4][CH:3]=1.[N:20]1([CH2:25][C:26]2[CH:31]=[CH:30][C:29]([CH2:32][CH2:33][NH2:34])=[CH:28][CH:27]=2)[CH2:24][CH2:23][CH2:22][CH2:21]1, predict the reaction product. The product is: [N:20]1([CH2:25][C:26]2[CH:31]=[CH:30][C:29]([CH2:32][CH2:33][NH:34][C:14]([C:11]3[CH:12]=[CH:13][C:8]([C:5]4[CH:4]=[CH:3][C:2]([CH3:1])=[CH:7][CH:6]=4)=[CH:9][C:10]=3[N+:17]([O-:19])=[O:18])=[O:16])=[CH:28][CH:27]=2)[CH2:24][CH2:23][CH2:22][CH2:21]1. (3) Given the reactants [Cl:1][C:2]1[CH:23]=[CH:22][C:5]([CH2:6][NH:7][C:8]([C:10]2[C:11]([OH:21])=[C:12]3[CH:18]=[C:17]([CH2:19][OH:20])[S:16][C:13]3=[N:14][CH:15]=2)=[O:9])=[CH:4][CH:3]=1.[C:24](=O)([O-])[O-].[K+].[K+].IC, predict the reaction product. The product is: [Cl:1][C:2]1[CH:3]=[CH:4][C:5]([CH2:6][NH:7][C:8]([C:10]2[C:11](=[O:21])[C:12]3[CH:18]=[C:17]([CH2:19][OH:20])[S:16][C:13]=3[N:14]([CH3:24])[CH:15]=2)=[O:9])=[CH:22][CH:23]=1. (4) Given the reactants [CH2:1]([NH:5][CH2:6][C:7]1[CH:12]=[CH:11][C:10]([C:13]([F:16])([F:15])[F:14])=[CH:9][CH:8]=1)[CH:2]([CH3:4])[CH3:3].C(N(C(C)C)C(C)C)C.Cl[C:27](=[O:49])[CH2:28][O:29][C:30]1[CH:35]=[CH:34][C:33]([CH2:36][CH2:37][O:38][C:39]2[CH:48]=[CH:47][CH:46]=[CH:45][C:40]=2[C:41]([O:43][CH3:44])=[O:42])=[CH:32][CH:31]=1, predict the reaction product. The product is: [CH2:1]([N:5]([CH2:6][C:7]1[CH:8]=[CH:9][C:10]([C:13]([F:14])([F:15])[F:16])=[CH:11][CH:12]=1)[C:27](=[O:49])[CH2:28][O:29][C:30]1[CH:31]=[CH:32][C:33]([CH2:36][CH2:37][O:38][C:39]2[CH:48]=[CH:47][CH:46]=[CH:45][C:40]=2[C:41]([O:43][CH3:44])=[O:42])=[CH:34][CH:35]=1)[CH:2]([CH3:4])[CH3:3]. (5) Given the reactants [Br-].[Br:2][CH2:3][P+](C1C=CC=CC=1)(C1C=CC=CC=1)C1C=CC=CC=1.CC(C)([O-])C.[K+].[Cl:29][C:30]1[CH:37]=[CH:36][CH:35]=[C:34]([Cl:38])[C:31]=1[CH:32]=O, predict the reaction product. The product is: [Br:2]/[CH:3]=[CH:32]/[C:31]1[C:30]([Cl:29])=[CH:37][CH:36]=[CH:35][C:34]=1[Cl:38]. (6) Given the reactants Cl[C:2]1[CH:7]=[CH:6][CH:5]=[CH:4][C:3]=1[N:8]1[C:17]2[C:12](=[CH:13][C:14]([C:18]3[CH:19]=[C:20]([CH:27]=[CH:28]C=3C)[C:21]([NH:23][CH:24]3[CH2:26][CH2:25]3)=[O:22])=[CH:15][CH:16]=2)[CH2:11][NH:10][C:9]1=[O:31].[C:32](C1C(=O)C(Cl)=C(Cl)C(=O)C=1C#N)#N.[CH2:46]([Cl:48])Cl, predict the reaction product. The product is: [CH:24]1([NH:23][C:21](=[O:22])[C:20]2[CH:27]=[CH:28][C:46]([Cl:48])=[C:18]([C:14]3[CH:13]=[C:12]4[C:17](=[CH:16][CH:15]=3)[N:8]([C:3]3[CH:4]=[CH:5][CH:6]=[CH:7][C:2]=3[CH3:32])[C:9](=[O:31])[N:10]=[CH:11]4)[CH:19]=2)[CH2:26][CH2:25]1. (7) Given the reactants [C:1]([C:4]12[CH2:11][CH2:10][C:7]([NH:12][CH2:13][C:14]([N:16]3[CH2:20][C@@H:19]([F:21])[CH2:18][C@H:17]3[C:22]#[N:23])=[O:15])([CH2:8][CH2:9]1)[CH2:6][CH2:5]2)([OH:3])=O.[CH2:24]([C:28]1[CH:34]=[CH:33][C:31]([NH2:32])=[CH:30][CH:29]=1)[CH2:25][CH2:26][CH3:27], predict the reaction product. The product is: [CH2:24]([C:28]1[CH:29]=[CH:30][C:31]([NH:32][C:1]([C:4]23[CH2:11][CH2:10][C:7]([NH:12][CH2:13][C:14]([N:16]4[CH2:20][C@@H:19]([F:21])[CH2:18][C@H:17]4[C:22]#[N:23])=[O:15])([CH2:8][CH2:9]2)[CH2:6][CH2:5]3)=[O:3])=[CH:33][CH:34]=1)[CH2:25][CH2:26][CH3:27].